This data is from Forward reaction prediction with 1.9M reactions from USPTO patents (1976-2016). The task is: Predict the product of the given reaction. Given the reactants [Cl:1][C:2]1[CH:7]=[C:6]([Cl:8])[CH:5]=[CH:4][C:3]=1[C:9]1[N:10]=[C:11](/[CH:22]=[CH:23]/[C:24]2[CH:29]=[CH:28][C:27]([C:30]3[CH:35]=[CH:34][CH:33]=[C:32]([C:36]([F:39])([F:38])[F:37])[CH:31]=3)=[CH:26][CH:25]=2)[N:12]([CH2:14][C:15]2[CH:20]=[CH:19][C:18]([NH2:21])=[CH:17][CH:16]=2)[CH:13]=1.[C:40](N1C=CN=C1)(N1C=CN=C1)=[O:41].[CH3:52][O:53][C:54](=[O:57])[CH2:55][NH2:56], predict the reaction product. The product is: [CH3:52][O:53][C:54](=[O:57])[CH2:55][NH:56][C:40]([NH:21][C:18]1[CH:17]=[CH:16][C:15]([CH2:14][N:12]2[CH:13]=[C:9]([C:3]3[CH:4]=[CH:5][C:6]([Cl:8])=[CH:7][C:2]=3[Cl:1])[N:10]=[C:11]2/[CH:22]=[CH:23]/[C:24]2[CH:29]=[CH:28][C:27]([C:30]3[CH:35]=[CH:34][CH:33]=[C:32]([C:36]([F:38])([F:39])[F:37])[CH:31]=3)=[CH:26][CH:25]=2)=[CH:20][CH:19]=1)=[O:41].